This data is from TCR-epitope binding with 47,182 pairs between 192 epitopes and 23,139 TCRs. The task is: Binary Classification. Given a T-cell receptor sequence (or CDR3 region) and an epitope sequence, predict whether binding occurs between them. (1) The epitope is KTSVDCTMYI. The TCR CDR3 sequence is CASSFSGNPYEQYF. Result: 0 (the TCR does not bind to the epitope). (2) The epitope is PROT_97E67BCC. The TCR CDR3 sequence is CASSFSSGLGYEQYF. Result: 0 (the TCR does not bind to the epitope). (3) The TCR CDR3 sequence is CASSLIAGNSDTQYF. Result: 1 (the TCR binds to the epitope). The epitope is AMFWSVPTV. (4) The TCR CDR3 sequence is CSAWELAGGTGELFF. The epitope is ALSKGVHFV. Result: 1 (the TCR binds to the epitope). (5) The epitope is SLVKPSFYV. The TCR CDR3 sequence is CASSTTGTGANGYTF. Result: 0 (the TCR does not bind to the epitope). (6) The epitope is RLRAEAQVK. The TCR CDR3 sequence is CASSQDLLVPPQFF. Result: 0 (the TCR does not bind to the epitope).